This data is from Forward reaction prediction with 1.9M reactions from USPTO patents (1976-2016). The task is: Predict the product of the given reaction. (1) Given the reactants [Cl:1][C:2]1[C:3]([C:16]2[CH:21]=[N:20][C:19]([Cl:22])=[C:18]([NH:23][CH2:24][CH:25]3[CH2:30][CH2:29][O:28][CH2:27][CH2:26]3)[N:17]=2)=[CH:4][C:5]([NH:8][C@H:9]2[CH2:14][CH2:13][C@H:12]([NH2:15])[CH2:11][CH2:10]2)=[N:6][CH:7]=1.C([O-])([O-])=O.[K+].[K+].Br[CH2:38][CH2:39][CH2:40][CH2:41]Br, predict the reaction product. The product is: [Cl:22][C:19]1[C:18]([NH:23][CH2:24][CH:25]2[CH2:26][CH2:27][O:28][CH2:29][CH2:30]2)=[N:17][C:16]([C:3]2[C:2]([Cl:1])=[CH:7][N:6]=[C:5]([NH:8][C@H:9]3[CH2:14][CH2:13][C@H:12]([N:15]4[CH2:41][CH2:40][CH2:39][CH2:38]4)[CH2:11][CH2:10]3)[CH:4]=2)=[CH:21][N:20]=1. (2) Given the reactants [F:1][C:2]([F:20])([F:19])[C:3]1[CH:8]=[CH:7][C:6]([C@@H:9]2[C:18]3[N:17]=[CH:16][CH:15]=[CH:14][C:13]=3[CH2:12][CH2:11][NH:10]2)=[CH:5][CH:4]=1.[N:21]([C:24]1[CH:31]=[CH:30][CH:29]=[CH:28][C:25]=1[C:26]#[N:27])=[C:22]=[O:23], predict the reaction product. The product is: [C:26]([C:25]1[CH:28]=[CH:29][CH:30]=[CH:31][C:24]=1[NH:21][C:22]([N:10]1[C@H:9]([C:6]2[CH:7]=[CH:8][C:3]([C:2]([F:1])([F:19])[F:20])=[CH:4][CH:5]=2)[C:18]2[N:17]=[CH:16][CH:15]=[CH:14][C:13]=2[CH2:12][CH2:11]1)=[O:23])#[N:27]. (3) Given the reactants COC1C=C(OC)C=CC=1C[N:6]1[C:11](=[O:12])[C:10]2[CH:13]=[C:14]([CH2:16][CH3:17])[S:15][C:9]=2[NH:8][C:7]1=[O:18].O[CH2:26][C:27]1[CH:32]=[CH:31][C:30]([C:33]2[C:34]([C:40]#[N:41])=[CH:35][CH:36]=[C:37]([CH3:39])[CH:38]=2)=[CH:29][CH:28]=1.N(C(N1CCCCC1)=O)=NC(N1CCCCC1)=O.C(P(CCCC)CCCC)CCC, predict the reaction product. The product is: [CH2:16]([C:14]1[S:15][C:9]2[N:8]([CH2:26][C:27]3[CH:32]=[CH:31][C:30]([C:33]4[C:34]([C:40]#[N:41])=[CH:35][CH:36]=[C:37]([CH3:39])[CH:38]=4)=[CH:29][CH:28]=3)[C:7](=[O:18])[NH:6][C:11](=[O:12])[C:10]=2[CH:13]=1)[CH3:17].